From a dataset of Catalyst prediction with 721,799 reactions and 888 catalyst types from USPTO. Predict which catalyst facilitates the given reaction. (1) The catalyst class is: 1. Product: [Cl:57][C:54]1[S:53][C:52]([CH:51]=[CH:50][S:47]([N:32]2[CH2:31][C@H:30]([CH2:29][OH:28])[N:35]([CH2:36][C:37]3[NH:45][C:44]4[CH:43]=[CH:42][N:41]=[CH:40][C:39]=4[CH:38]=3)[C:34](=[O:46])[CH2:33]2)(=[O:48])=[O:49])=[CH:56][CH:55]=1. Reactant: C(O)(=O)C.[F-].C([N+](CCCC)(CCCC)CCCC)CCC.C([SiH2][O:28][C:29](C)(C)[C@@H:30]1[N:35]([CH2:36][C:37]2[NH:45][C:44]3[CH:43]=[CH:42][N:41]=[CH:40][C:39]=3[CH:38]=2)[C:34](=[O:46])[CH2:33][N:32]([S:47]([CH:50]=[CH:51][C:52]2[S:53][C:54]([Cl:57])=[CH:55][CH:56]=2)(=[O:49])=[O:48])[CH2:31]1)(C)(C)C. (2) Reactant: [CH3:1][O:2][C:3]1[CH:12]=[CH:11][CH:10]=[C:9]2[C:4]=1[CH2:5][C@@H:6]([NH2:13])[CH2:7][O:8]2.Cl[C:15]([O:17][CH2:18][CH3:19])=[O:16].C(N(C(C)C)C(C)C)C. Product: [CH3:1][O:2][C:3]1[CH:12]=[CH:11][CH:10]=[C:9]2[C:4]=1[CH2:5][C@@H:6]([NH:13][C:15](=[O:16])[O:17][CH2:18][CH3:19])[CH2:7][O:8]2. The catalyst class is: 4. (3) Reactant: [BH4-].[Na+].CO.[CH3:5][O:6][C:7](=[O:30])[CH2:8][CH2:9][CH2:10][C:11]#[C:12][CH2:13][N:14]1[C@@H:19](/[CH:20]=[CH:21]/[C:22](=[O:28])[CH2:23][CH2:24][CH2:25][CH2:26][CH3:27])[CH2:18][CH2:17][CH2:16][C:15]1=[O:29]. Product: [CH3:5][O:6][C:7](=[O:30])[CH2:8][CH2:9][CH2:10][C:11]#[C:12][CH2:13][N:14]1[C:15](=[O:29])[CH2:16][CH2:17][CH2:18][C@@H:19]1/[CH:20]=[CH:21]/[CH:22]([OH:28])[CH2:23][CH2:24][CH2:25][CH2:26][CH3:27].[OH:6][CH2:7][CH2:8][CH2:9][CH2:10][C:11]#[C:12][CH2:13][N:14]1[C@@H:19](/[CH:20]=[CH:21]/[CH:22]([OH:28])[CH2:23][CH2:24][CH2:25][CH2:26][CH3:27])[CH2:18][CH2:17][CH2:16][C:15]1=[O:29]. The catalyst class is: 2. (4) Reactant: [NH2:1][C:2]1[CH:7]=[CH:6][C:5]([C:8]2[CH:13]=[CH:12][CH:11]=[C:10]([Cl:14])[CH:9]=2)=[CH:4][C:3]=1[C:15](=[O:17])[CH3:16].[CH3:18][Mg]Br.[Cl-].[NH4+].C(OCC)(=O)C. Product: [NH2:1][C:2]1[CH:7]=[CH:6][C:5]([C:8]2[CH:13]=[CH:12][CH:11]=[C:10]([Cl:14])[CH:9]=2)=[CH:4][C:3]=1[C:15]([CH3:18])([CH3:16])[OH:17]. The catalyst class is: 1. (5) Reactant: [CH:1]1([CH2:6][C@H:7]([C:11]2[CH:16]=[CH:15][C:14]([S:17]([CH3:20])(=[O:19])=[O:18])=[C:13]([O:21][CH3:22])[CH:12]=2)[C:8](O)=[O:9])[CH2:5][CH2:4][CH2:3][CH2:2]1.C(Cl)(=O)C(Cl)=O.N1C(C)=CC=CC=1C.[C:37]([Si:41]([CH3:52])([CH3:51])[O:42][CH2:43][CH2:44][N:45]1[CH:49]=[CH:48][C:47]([NH2:50])=[N:46]1)([CH3:40])([CH3:39])[CH3:38]. Product: [C:37]([Si:41]([CH3:52])([CH3:51])[O:42][CH2:43][CH2:44][N:45]1[CH:49]=[CH:48][C:47]([NH:50][C:8](=[O:9])[C@@H:7]([C:11]2[CH:16]=[CH:15][C:14]([S:17]([CH3:20])(=[O:19])=[O:18])=[C:13]([O:21][CH3:22])[CH:12]=2)[CH2:6][CH:1]2[CH2:5][CH2:4][CH2:3][CH2:2]2)=[N:46]1)([CH3:40])([CH3:39])[CH3:38]. The catalyst class is: 306. (6) Reactant: [CH3:1][N:2]([CH3:22])[CH2:3][CH2:4][O:5][C:6]1[CH:11]=[CH:10][C:9]([N+:12]([O-])=O)=[C:8]([O:15][C:16]2[CH:21]=[CH:20][CH:19]=[CH:18][CH:17]=2)[CH:7]=1.[H][H]. Product: [CH3:1][N:2]([CH3:22])[CH2:3][CH2:4][O:5][C:6]1[CH:11]=[CH:10][C:9]([NH2:12])=[C:8]([O:15][C:16]2[CH:21]=[CH:20][CH:19]=[CH:18][CH:17]=2)[CH:7]=1. The catalyst class is: 78. (7) Reactant: [C:1]([C:5]1[CH:10]=[CH:9][C:8]([SH:11])=[CH:7][CH:6]=1)([CH3:4])([CH3:3])[CH3:2].F[C:13]1[CH:18]=[CH:17][C:16]([N+:19]([O-:21])=[O:20])=[CH:15][CH:14]=1.C(=O)([O-])[O-].[K+].[K+]. Product: [C:1]([C:5]1[CH:6]=[CH:7][C:8]([S:11][C:13]2[CH:18]=[CH:17][C:16]([N+:19]([O-:21])=[O:20])=[CH:15][CH:14]=2)=[CH:9][CH:10]=1)([CH3:4])([CH3:2])[CH3:3]. The catalyst class is: 1. (8) Product: [CH2:35]([O:34][C:21]1([O:37][CH2:38][CH3:39])[CH2:20][O:15][C:12]2[CH2:13][CH2:14][N:9]([CH2:8][C:7]3[CH:6]=[CH:5][C:4]([F:3])=[CH:18][CH:17]=3)[C:10](=[O:16])[C:11]=2[C:22]1=[O:23])[CH3:36]. Reactant: [H-].[Na+].[F:3][C:4]1[CH:18]=[CH:17][C:7]([CH2:8][N:9]2[CH2:14][CH2:13][C:12](=[O:15])[CH2:11][C:10]2=[O:16])=[CH:6][CH:5]=1.Br[CH2:20][C:21]([O:37][CH2:38][CH3:39])([O:34][CH2:35][CH3:36])[C:22](OC1C=CC([N+]([O-])=O)=CC=1)=[O:23].[Cl-].[NH4+]. The catalyst class is: 1. (9) Reactant: [NH:1]([C:5]1[CH:10]=[CH:9][C:8]([O:11][CH3:12])=[CH:7][CH:6]=1)[C:2]([CH3:4])=[O:3].[Br:13]Br.OS([O-])=O.[Na+]. Product: [Br:13][C:9]1[CH:10]=[C:5]([NH:1][C:2]([CH3:4])=[O:3])[CH:6]=[CH:7][C:8]=1[O:11][CH3:12]. The catalyst class is: 15. (10) Reactant: [Br:1][C:2]1[CH:16]=[CH:15][C:5]2[N:6]=[C:7]([CH2:9][C:10]([O:12]CC)=O)[S:8][C:4]=2[CH:3]=1.[OH-].[Na+].Cl.[NH2:20][CH2:21][CH2:22][S:23]([NH2:26])(=[O:25])=[O:24].CN(C(ON1N=NC2C=CC=NC1=2)=[N+](C)C)C.F[P-](F)(F)(F)(F)F. Product: [Br:1][C:2]1[CH:16]=[CH:15][C:5]2[N:6]=[C:7]([CH2:9][C:10]([NH:20][CH2:21][CH2:22][S:23](=[O:25])(=[O:24])[NH2:26])=[O:12])[S:8][C:4]=2[CH:3]=1. The catalyst class is: 20.